This data is from Forward reaction prediction with 1.9M reactions from USPTO patents (1976-2016). The task is: Predict the product of the given reaction. Given the reactants CN(C(ON1N=NC2C=CC=NC1=2)=[N+](C)C)C.F[P-](F)(F)(F)(F)F.[C:25]([C:29]1[CH:30]=[C:31]([C:70](=[O:72])[NH2:71])[C:32]([O:68][CH3:69])=[C:33]([NH:35][C:36](=[O:67])[NH:37][C:38]2[C:47]3[C:42](=[CH:43][CH:44]=[CH:45][CH:46]=3)[C:41]([O:48][C:49]3[CH:54]=[CH:53][N:52]=[C:51]([NH:55][C:56]4[CH:64]=[CH:63][C:59]([C:60](O)=[O:61])=[C:58]([O:65][CH3:66])[CH:57]=4)[CH:50]=3)=[CH:40][CH:39]=2)[CH:34]=1)([CH3:28])([CH3:27])[CH3:26].[CH3:73][O:74][CH2:75][CH2:76][O:77][CH2:78][CH2:79][O:80][CH2:81][CH2:82][NH2:83].CCN(C(C)C)C(C)C, predict the reaction product. The product is: [C:25]([C:29]1[CH:30]=[C:31]([C:70](=[O:72])[NH2:71])[C:32]([O:68][CH3:69])=[C:33]([NH:35][C:36](=[O:67])[NH:37][C:38]2[C:47]3[C:42](=[CH:43][CH:44]=[CH:45][CH:46]=3)[C:41]([O:48][C:49]3[CH:54]=[CH:53][N:52]=[C:51]([NH:55][C:56]4[CH:64]=[CH:63][C:59]([C:60]([NH:83][CH2:82][CH2:81][O:80][CH2:79][CH2:78][O:77][CH2:76][CH2:75][O:74][CH3:73])=[O:61])=[C:58]([O:65][CH3:66])[CH:57]=4)[CH:50]=3)=[CH:40][CH:39]=2)[CH:34]=1)([CH3:28])([CH3:27])[CH3:26].